This data is from Full USPTO retrosynthesis dataset with 1.9M reactions from patents (1976-2016). The task is: Predict the reactants needed to synthesize the given product. (1) The reactants are: [N+:1]([C:4]1[CH:9]=[CH:8][C:7]([C:10]2[S:11][C:12]3[CH:17]=[CH:16][N:15]=[CH:14][C:13]=3[N:18]=2)=[CH:6][CH:5]=1)([O-])=O.[NH4+].[Cl-]. Given the product [S:11]1[C:12]2[CH:17]=[CH:16][N:15]=[CH:14][C:13]=2[N:18]=[C:10]1[C:7]1[CH:6]=[CH:5][C:4]([NH2:1])=[CH:9][CH:8]=1, predict the reactants needed to synthesize it. (2) Given the product [Cl:1][C:2]1[CH:3]=[N:4][CH:5]=[CH:6][C:7]=1[CH:8]([S:17]([C:18]1[CH:23]=[CH:22][C:21]([Cl:24])=[CH:20][CH:19]=1)=[O:33])[C:9]1[CH:14]=[C:13]([F:15])[CH:12]=[CH:11][C:10]=1[F:16], predict the reactants needed to synthesize it. The reactants are: [Cl:1][C:2]1[CH:3]=[N:4][CH:5]=[CH:6][C:7]=1[CH:8]([S:17][C:18]1[CH:23]=[CH:22][C:21]([Cl:24])=[CH:20][CH:19]=1)[C:9]1[CH:14]=[C:13]([F:15])[CH:12]=[CH:11][C:10]=1[F:16].ClC1C=CC=C(C(OO)=[O:33])C=1. (3) Given the product [CH2:18]([N:17]([CH2:22][CH2:23][CH2:24][CH3:25])[C:16]([C:14]1[N:13]=[C:12]([C:27]2[CH:36]=[CH:35][C:30]([C:31]([O:33][CH3:34])=[O:32])=[CH:29][C:28]=2[C:37]([O:39][CH2:40][C:41]2[CH:46]=[CH:45][CH:44]=[CH:43][CH:42]=2)=[O:38])[N:11]([CH2:10][CH2:86][N:87]2[CH2:92][CH2:91][O:90][CH2:89][CH2:88]2)[CH:15]=1)=[O:26])[CH2:19][CH2:20][CH3:21], predict the reactants needed to synthesize it. The reactants are: [Si](OC[CH2:10][N:11]1[CH:15]=[C:14]([C:16](=[O:26])[N:17]([CH2:22][CH2:23][CH2:24][CH3:25])[CH2:18][CH2:19][CH2:20][CH3:21])[N:13]=[C:12]1[C:27]1[CH:36]=[CH:35][C:30]([C:31]([O:33][CH3:34])=[O:32])=[CH:29][C:28]=1[C:37]([O:39][CH2:40][C:41]1[CH:46]=[CH:45][CH:44]=[CH:43][CH:42]=1)=[O:38])(C(C)(C)C)(C)C.C(N(CCCC)C(C1N=C(C2C=CC(C(OC)=O)=CC=2C(OCC2C=CC=CC=2)=O)NC=1)=O)CCC.Cl.ClC[CH2:86][N:87]1[CH2:92][CH2:91][O:90][CH2:89][CH2:88]1. (4) Given the product [Cl:1][C:2]1[CH:7]=[C:6]([F:8])[C:5]([N:9]2[C:14](=[O:15])[CH:13]=[C:12]([C:16]([F:17])([F:19])[F:18])[N:11]([CH3:20])[C:10]2=[O:21])=[C:4]([NH:22][NH:23][C:29]([CH:26]2[CH2:28][CH2:27]2)=[O:30])[C:3]=1[O:24][CH3:25], predict the reactants needed to synthesize it. The reactants are: [Cl:1][C:2]1[CH:7]=[C:6]([F:8])[C:5]([N:9]2[C:14](=[O:15])[CH:13]=[C:12]([C:16]([F:19])([F:18])[F:17])[N:11]([CH3:20])[C:10]2=[O:21])=[C:4]([NH:22][NH2:23])[C:3]=1[O:24][CH3:25].[CH:26]1([C:29](Cl)=[O:30])[CH2:28][CH2:27]1.C(N(CC)CC)C.O. (5) The reactants are: C(OC([N:8]1[CH2:13][CH2:12][C:11]([C:15]2[CH:20]=[CH:19][C:18]([Cl:21])=[CH:17][CH:16]=2)([OH:14])[CH:10]([CH3:22])[CH2:9]1)=O)(C)(C)C.FC(F)(F)C(O)=O. Given the product [Cl:21][C:18]1[CH:19]=[CH:20][C:15]([C:11]2([OH:14])[CH2:12][CH2:13][NH:8][CH2:9][CH:10]2[CH3:22])=[CH:16][CH:17]=1, predict the reactants needed to synthesize it. (6) The reactants are: COC1C=CC(C[N:8]([C:31]2[S:35][N:34]=[CH:33][N:32]=2)[S:9]([C:12]2[CH:13]=[C:14]3[C:19](=[CH:20][CH:21]=2)[C:18]([C:22]2[CH:27]=[CH:26][CH:25]=[CH:24][C:23]=2[O:28][CH3:29])=[N:17][NH:16][C:15]3=[O:30])(=[O:11])=[O:10])=CC=1.C(O)(C(F)(F)F)=O. Given the product [CH3:29][O:28][C:23]1[CH:24]=[CH:25][CH:26]=[CH:27][C:22]=1[C:18]1[C:19]2[C:14](=[CH:13][C:12]([S:9]([NH:8][C:31]3[S:35][N:34]=[CH:33][N:32]=3)(=[O:10])=[O:11])=[CH:21][CH:20]=2)[C:15](=[O:30])[NH:16][N:17]=1, predict the reactants needed to synthesize it. (7) Given the product [NH:1]1[C:9]2[C:4](=[CH:5][CH:6]=[CH:7][CH:8]=2)[C:3]([CH:10]=[C:11]2[C:15](=[O:16])[C:14]3[CH:17]=[CH:18][C:19]([O:36][CH3:37])=[C:20](/[CH:21]=[CH:22]\[CH:23]4[CH2:24][CH2:25][NH:26][CH2:27][CH2:28]4)[C:13]=3[O:12]2)=[N:2]1, predict the reactants needed to synthesize it. The reactants are: [NH:1]1[C:9]2[C:4](=[CH:5][CH:6]=[CH:7][CH:8]=2)[C:3](/[CH:10]=[C:11]2\[O:12][C:13]3[C:20](/[CH:21]=[CH:22]\[CH:23]4[CH2:28][CH2:27][N:26](C(OC(C)(C)C)=O)[CH2:25][CH2:24]4)=[C:19]([O:36][CH3:37])[CH:18]=[CH:17][C:14]=3[C:15]\2=[O:16])=[N:2]1.Cl. (8) Given the product [Cl:1][C:2]1[CH:7]=[C:6]([O:11][C:12]2[CH:13]=[C:14]3[C:19](=[CH:20][CH:21]=2)[CH2:18][CH:17]([C:22]([O:24][CH3:25])=[O:23])[CH2:16][CH2:15]3)[CH:5]=[CH:4][N:3]=1, predict the reactants needed to synthesize it. The reactants are: [Cl:1][C:2]1[CH:7]=[C:6]([N+]([O-])=O)[CH:5]=[CH:4][N:3]=1.[OH:11][C:12]1[CH:13]=[C:14]2[C:19](=[CH:20][CH:21]=1)[CH2:18][CH:17]([C:22]([O:24][CH3:25])=[O:23])[CH2:16][CH2:15]2.C(=O)([O-])[O-].[Cs+].[Cs+].CN(C)C=O. (9) Given the product [Cl:1][C:2]1[N:6]2[CH2:7][CH2:8][N:9]([C:44]([C:43]3[CH:47]=[CH:48][CH:49]=[C:50]([C:51]([F:52])([F:53])[F:54])[C:42]=3[Cl:41])=[O:45])[CH2:10][C:5]2=[N:4][CH:3]=1, predict the reactants needed to synthesize it. The reactants are: [Cl:1][C:2]1[N:6]2[CH2:7][CH2:8][NH:9][CH2:10][C:5]2=[N:4][CH:3]=1.CCN(CC1C=CC=CC=1)CC.C=CC1C=CC=CC=1.C=CC1C=CC(C=C)=CC=1.[Cl:41][C:42]1[C:50]([C:51]([F:54])([F:53])[F:52])=[CH:49][CH:48]=[CH:47][C:43]=1[C:44](Cl)=[O:45].